Dataset: Reaction yield outcomes from USPTO patents with 853,638 reactions. Task: Predict the reaction yield, written as a fraction of the theoretical maximum amount of product (1.0 means a 100% yield; for example, 0.34 means a 34% yield). (1) The reactants are [CH2:1](O)[CH:2]([CH2:4][CH2:5][CH2:6][C@H:7]([C@@H:9]1[C@:26]2([CH3:27])[C@H:12]([C@H:13]3[C@H:23]([CH2:24][CH2:25]2)[C@:21]2([CH3:22])[CH:16]([CH2:17]CC[CH2:20]2)[CH2:15][CH2:14]3)[CH2:11][CH2:10]1)[CH3:8])[CH3:3].[OH-].[K+].[C:31](#[N:34])[CH:32]=[CH2:33].C1[O:52][CH2:51][CH2:50]OCCOCCOCCOCCOC1. The catalyst is C(Cl)Cl. The product is [CH3:3][CH:2]([CH2:4][CH2:5][CH2:6][C@H:7]([C@@H:9]1[C@:26]2([CH3:27])[C@H:12]([C@H:13]3[C@H:23]([CH2:24][CH2:25]2)[C@:21]2([CH3:22])[CH:16]([CH2:17][CH:51]([O:52][CH2:33][CH2:32][C:31]#[N:34])[CH2:50][CH2:20]2)[CH2:15][CH2:14]3)[CH2:11][CH2:10]1)[CH3:8])[CH3:1]. The yield is 0.800. (2) The reactants are [CH2:1]([O:8][CH2:9][CH2:10][O:11][CH2:12][C@@:13]12[CH:22]([OH:23])[O:21][C@H:20]([C@H:24]3[CH2:28][O:27]C(C)(C)[O:25]3)[C@@H:14]1[O:15]C(C)(C)[O:17]2)[C:2]1[CH:7]=[CH:6][CH:5]=[CH:4][CH:3]=1. The catalyst is O.O1CCOCC1. The product is [CH2:1]([O:8][CH2:9][CH2:10][O:11][CH2:12][C@:13]1([OH:17])[C@@H:28]([OH:27])[C@H:24]([OH:25])[C@@H:20]([CH2:14][OH:15])[O:21][CH:22]1[OH:23])[C:2]1[CH:3]=[CH:4][CH:5]=[CH:6][CH:7]=1. The yield is 0.850. (3) The reactants are [NH2:1][C:2]1[CH:7]=[CH:6][C:5]([NH:8][C:9]2[C:13]([C:14]([NH2:16])=[O:15])=[C:12]([NH:17][CH2:18][C:19]3[CH:24]=[CH:23][C:22]([OH:25])=[CH:21][CH:20]=3)[NH:11][N:10]=2)=[CH:4][CH:3]=1.[C:26]1([CH3:36])[CH:31]=[CH:30][C:29]([S:32](Cl)(=[O:34])=[O:33])=[CH:28][CH:27]=1.O. The catalyst is CN(C=O)C. The product is [OH:25][C:22]1[CH:23]=[CH:24][C:19]([CH2:18][NH:17][C:12]2[NH:11][N:10]=[C:9]([NH:8][C:5]3[CH:4]=[CH:3][C:2]([NH:1][S:32]([C:29]4[CH:30]=[CH:31][C:26]([CH3:36])=[CH:27][CH:28]=4)(=[O:34])=[O:33])=[CH:7][CH:6]=3)[C:13]=2[C:14]([NH2:16])=[O:15])=[CH:20][CH:21]=1. The yield is 0.120. (4) The reactants are C[O:2][C:3]([C:5]1([C:8]2[CH:13]=[CH:12][C:11]([C:14]3[CH:19]=[CH:18][C:17]([N:20]4[C:24]([NH:25][C:26]([O:28][CH:29]([CH3:31])[CH3:30])=[O:27])=[C:23]([CH3:32])[N:22]=[N:21]4)=[CH:16][CH:15]=3)=[CH:10][CH:9]=2)[CH2:7][CH2:6]1)=[O:4].C1COCC1.[Li+].[OH-].Cl. The catalyst is O. The product is [CH:29]([O:28][C:26]([NH:25][C:24]1[N:20]([C:17]2[CH:18]=[CH:19][C:14]([C:11]3[CH:10]=[CH:9][C:8]([C:5]4([C:3]([OH:4])=[O:2])[CH2:7][CH2:6]4)=[CH:13][CH:12]=3)=[CH:15][CH:16]=2)[N:21]=[N:22][C:23]=1[CH3:32])=[O:27])([CH3:31])[CH3:30]. The yield is 0.861. (5) The reactants are [CH2:1]([C:3]1[N:4]([C:28]2[CH:33]=[CH:32][C:31]([O:34][CH2:35][C:36]([OH:39])([CH3:38])[CH3:37])=[CH:30][CH:29]=2)[C:5](=[O:27])[C:6]([CH2:12][C:13]2[CH:18]=[CH:17][C:16]([C:19]3[C:20]([C:25]#[N:26])=[CH:21][CH:22]=[CH:23][CH:24]=3)=[CH:15][CH:14]=2)=[C:7]([CH2:9][CH2:10][CH3:11])[N:8]=1)[CH3:2].[H-].[Na+].[CH3:42]I. The catalyst is CN(C)C=O.C(OCC)(=O)C. The product is [CH2:1]([C:3]1[N:4]([C:28]2[CH:29]=[CH:30][C:31]([O:34][CH2:35][C:36]([O:39][CH3:42])([CH3:37])[CH3:38])=[CH:32][CH:33]=2)[C:5](=[O:27])[C:6]([CH2:12][C:13]2[CH:14]=[CH:15][C:16]([C:19]3[C:20]([C:25]#[N:26])=[CH:21][CH:22]=[CH:23][CH:24]=3)=[CH:17][CH:18]=2)=[C:7]([CH2:9][CH2:10][CH3:11])[N:8]=1)[CH3:2]. The yield is 0.290. (6) The reactants are [CH3:1][C:2]1[CH:7]=[C:6]([CH3:8])[NH:5][C:4](=[O:9])[C:3]=1[CH2:10][NH:11][C:12]([C:14]1[C:15]([CH3:36])=[C:16](/[C:19](/[C@H:22]2[CH2:27][CH2:26][C@H:25]([NH:28]C(=O)OC(C)(C)C)[CH2:24][CH2:23]2)=[CH:20]/[CH3:21])[S:17][CH:18]=1)=[O:13].Cl.O1CCOCC1. The catalyst is CO. The product is [NH2:28][C@H:25]1[CH2:24][CH2:23][C@H:22](/[C:19](/[C:16]2[S:17][CH:18]=[C:14]([C:12]([NH:11][CH2:10][C:3]3[C:4](=[O:9])[NH:5][C:6]([CH3:8])=[CH:7][C:2]=3[CH3:1])=[O:13])[C:15]=2[CH3:36])=[CH:20]\[CH3:21])[CH2:27][CH2:26]1. The yield is 0.990.